From a dataset of Peptide-MHC class II binding affinity with 134,281 pairs from IEDB. Regression. Given a peptide amino acid sequence and an MHC pseudo amino acid sequence, predict their binding affinity value. This is MHC class II binding data. (1) The peptide sequence is ATEVVRRLTATAHRG. The MHC is DRB1_0301 with pseudo-sequence DRB1_0301. The binding affinity (normalized) is 0.264. (2) The binding affinity (normalized) is 0.664. The peptide sequence is SMQKTIPLVALTLTS. The MHC is DRB1_0301 with pseudo-sequence DRB1_0301.